Dataset: Reaction yield outcomes from USPTO patents with 853,638 reactions. Task: Predict the reaction yield, written as a fraction of the theoretical maximum amount of product (1.0 means a 100% yield; for example, 0.34 means a 34% yield). (1) The reactants are FC(F)(F)S(O[C:7]1[CH:12]=[CH:11][C:10]([C:13]2[O:14][CH:15]=[N:16][N:17]=2)=[CH:9][CH:8]=1)(=O)=O.[B:20]1([B:20]2[O:24][C:23]([CH3:26])([CH3:25])[C:22]([CH3:28])([CH3:27])[O:21]2)[O:24][C:23]([CH3:26])([CH3:25])[C:22]([CH3:28])([CH3:27])[O:21]1.C([O-])(=O)C.[K+]. The catalyst is CN(C=O)C.CCOC(C)=O.C1C=CC(P(C2C=CC=CC=2)[C-]2C=CC=C2)=CC=1.C1C=CC(P(C2C=CC=CC=2)[C-]2C=CC=C2)=CC=1.Cl[Pd]Cl.[Fe+2]. The product is [CH3:27][C:22]1([CH3:28])[C:23]([CH3:26])([CH3:25])[O:24][B:20]([C:7]2[CH:12]=[CH:11][C:10]([C:13]3[O:14][CH:15]=[N:16][N:17]=3)=[CH:9][CH:8]=2)[O:21]1. The yield is 0.860. (2) The reactants are C([O:5][C:6](=[O:17])[C:7]1[C:12]([F:13])=[CH:11][N:10]=[CH:9][C:8]=1[CH:14]1[CH2:16][CH2:15]1)(C)(C)C. The catalyst is CO. The product is [CH:14]1([C:8]2[CH:9]=[N:10][CH:11]=[C:12]([F:13])[C:7]=2[C:6]([OH:17])=[O:5])[CH2:15][CH2:16]1. The yield is 0.920. (3) The reactants are C[O:2][C:3](=[O:35])[C@@H:4]([NH:12][C:13]([C:15]1[CH:16]=[N:17][C:18]([O:21][CH2:22][C:23]2[C:24]([C:29]3[CH:34]=[CH:33][CH:32]=[CH:31][CH:30]=3)=[N:25][O:26][C:27]=2[CH3:28])=[CH:19][CH:20]=1)=[O:14])[CH2:5][C:6]1[CH:11]=[CH:10][CH:9]=[CH:8][CH:7]=1.O.[OH-].[Li+].Cl. The catalyst is C1COCC1.CO.O. The product is [CH3:28][C:27]1[O:26][N:25]=[C:24]([C:29]2[CH:30]=[CH:31][CH:32]=[CH:33][CH:34]=2)[C:23]=1[CH2:22][O:21][C:18]1[N:17]=[CH:16][C:15]([C:13]([NH:12][C@@H:4]([CH2:5][C:6]2[CH:11]=[CH:10][CH:9]=[CH:8][CH:7]=2)[C:3]([OH:35])=[O:2])=[O:14])=[CH:20][CH:19]=1. The yield is 0.950. (4) The reactants are C(N(CC)CC)C.Cl.[NH2:9][CH2:10][C:11]1[CH:19]=[CH:18][CH:17]=[C:16]2[C:12]=1[C:13](=[O:38])[N:14]([CH:21]([C:27]1[CH:32]=[CH:31][C:30]([O:33][CH3:34])=[C:29]([O:35][CH2:36][CH3:37])[CH:28]=1)[CH2:22][S:23]([CH3:26])(=[O:25])=[O:24])[C:15]2=[O:20].[Cl:39][CH2:40][C:41](Cl)=[O:42]. No catalyst specified. The product is [Cl:39][CH2:40][C:41]([NH:9][CH2:10][C:11]1[CH:19]=[CH:18][CH:17]=[C:16]2[C:12]=1[C:13](=[O:38])[N:14]([CH:21]([C:27]1[CH:32]=[CH:31][C:30]([O:33][CH3:34])=[C:29]([O:35][CH2:36][CH3:37])[CH:28]=1)[CH2:22][S:23]([CH3:26])(=[O:25])=[O:24])[C:15]2=[O:20])=[O:42]. The yield is 0.920. (5) The reactants are [CH3:1][C:2]1[CH:7]=[CH:6][C:5]([S:8]([O:11][CH2:12][CH:13]2[CH2:17][C:16]3[CH:18]=[CH:19][CH:20]=[C:21](Br)[C:15]=3[O:14]2)(=[O:10])=[O:9])=[CH:4][CH:3]=1.[F:23][C:24]([F:35])([F:34])[C:25]1[CH:30]=[CH:29][CH:28]=[CH:27][C:26]=1B(O)O.C(=O)([O-])[O-].[K+].[K+].CC1C=CC(S(OCC2CC3C(C4C=CC=CC=4)=CC=CC=3O2)(=O)=O)=CC=1. The catalyst is CC1C=CC=CC=1[P](C1C=CC=CC=1C)([Pd](Cl)(Cl)[P](C1=C(C)C=CC=C1)(C1C=CC=CC=1C)C1C=CC=CC=1C)C1C=CC=CC=1C. The product is [CH3:1][C:2]1[CH:7]=[CH:6][C:5]([S:8]([O:11][CH2:12][CH:13]2[CH2:17][C:16]3[CH:18]=[CH:19][CH:20]=[C:21]([C:26]4[CH:27]=[CH:28][CH:29]=[CH:30][C:25]=4[C:24]([F:35])([F:34])[F:23])[C:15]=3[O:14]2)(=[O:10])=[O:9])=[CH:4][CH:3]=1. The yield is 0.750. (6) The reactants are [F:1][C:2]([F:22])([F:21])[C:3]1[CH:4]=[C:5]([C:9]2[S:10][C:11]3[C:16]([N:17]=2)=[C:15]([C:18]([OH:20])=O)[CH:14]=[CH:13][N:12]=3)[CH:6]=[CH:7][CH:8]=1.[S:23]1[CH:27]=[CH:26][N:25]=[C:24]1[NH2:28].CN(C(ON1N=NC2C=CC=NC1=2)=[N+](C)C)C.F[P-](F)(F)(F)(F)F.CCN(C(C)C)C(C)C. The catalyst is CN(C=O)C.O. The product is [S:23]1[CH:27]=[CH:26][N:25]=[C:24]1[NH:28][C:18]([C:15]1[CH:14]=[CH:13][N:12]=[C:11]2[S:10][C:9]([C:5]3[CH:6]=[CH:7][CH:8]=[C:3]([C:2]([F:22])([F:21])[F:1])[CH:4]=3)=[N:17][C:16]=12)=[O:20]. The yield is 0.620. (7) The reactants are [NH2:1][C:2]1[CH:16]=[CH:15][C:5]([O:6][C:7]2[CH:12]=[CH:11][N:10]=[C:9]([CH2:13][OH:14])[CH:8]=2)=[CH:4][C:3]=1[F:17].CCN(CC)CC.[Si:25](Cl)([C:28]([CH3:31])([CH3:30])[CH3:29])([CH3:27])[CH3:26]. The catalyst is CN(C=O)C. The product is [Si:25]([O:14][CH2:13][C:9]1[CH:8]=[C:7]([O:6][C:5]2[CH:15]=[CH:16][C:2]([NH2:1])=[C:3]([F:17])[CH:4]=2)[CH:12]=[CH:11][N:10]=1)([C:28]([CH3:31])([CH3:30])[CH3:29])([CH3:27])[CH3:26]. The yield is 0.330.